This data is from Catalyst prediction with 721,799 reactions and 888 catalyst types from USPTO. The task is: Predict which catalyst facilitates the given reaction. (1) Reactant: II.Br[C:4]1[CH:9]=[C:8]([CH3:10])[CH:7]=[C:6]([F:11])[CH:5]=1.CON(C)[C:15]([C@@H:17]1[CH2:22][CH2:21][CH2:20][N:19]([C:23]([O:25][C:26]([CH3:29])([CH3:28])[CH3:27])=[O:24])[CH2:18]1)=[O:16]. Product: [F:11][C:6]1[CH:5]=[C:4]([CH:9]=[C:8]([CH3:10])[CH:7]=1)[C:15]([C@@H:17]1[CH2:22][CH2:21][CH2:20][N:19]([C:23]([O:25][C:26]([CH3:29])([CH3:28])[CH3:27])=[O:24])[CH2:18]1)=[O:16]. The catalyst class is: 1. (2) Reactant: [C:1]([C:5]1[CH:6]=[C:7]([OH:11])[CH:8]=[CH:9][CH:10]=1)([CH3:4])([CH3:3])[CH3:2].[H-].[Na+].I[CH3:15]. Product: [C:1]([C:5]1[CH:10]=[CH:9][CH:8]=[C:7]([O:11][CH3:15])[CH:6]=1)([CH3:4])([CH3:2])[CH3:3]. The catalyst class is: 9. (3) Reactant: Cl.[NH2:2][CH:3]1[C:11]2[C:6](=[CH:7][C:8]([S:12]([NH2:15])(=[O:14])=[O:13])=[CH:9][CH:10]=2)[CH2:5][CH2:4]1.C(N(CC)CC)C.[I:23][C:24]1[CH:32]=[CH:31][C:27]([C:28](Cl)=[O:29])=[CH:26][CH:25]=1. Product: [I:23][C:24]1[CH:32]=[CH:31][C:27]([C:28]([NH:2][CH:3]2[C:11]3[C:6](=[CH:7][C:8]([S:12](=[O:13])(=[O:14])[NH2:15])=[CH:9][CH:10]=3)[CH2:5][CH2:4]2)=[O:29])=[CH:26][CH:25]=1. The catalyst class is: 4. (4) Reactant: Br[C:2]1[S:3][C:4]2[CH:10]=[C:9]([CH2:11][N:12]3[C:16]4[CH:17]=[C:18]([O:23][CH3:24])[C:19]([O:21][CH3:22])=[CH:20][C:15]=4[N:14]=[CH:13]3)[CH:8]=[CH:7][C:5]=2[N:6]=1.[CH:25]1([CH2:31][NH2:32])[CH2:30][CH2:29][CH2:28][CH2:27][CH2:26]1.CCN(C(C)C)C(C)C. Product: [CH:25]1([CH2:31][NH:32][C:2]2[S:3][C:4]3[CH:10]=[C:9]([CH2:11][N:12]4[C:16]5[CH:17]=[C:18]([O:23][CH3:24])[C:19]([O:21][CH3:22])=[CH:20][C:15]=5[N:14]=[CH:13]4)[CH:8]=[CH:7][C:5]=3[N:6]=2)[CH2:30][CH2:29][CH2:28][CH2:27][CH2:26]1. The catalyst class is: 44. (5) Reactant: [CH2:1]([O:16]C1CCCCO1)[CH2:2][CH2:3][CH2:4][C:5]#[C:6][CH2:7][CH2:8][CH2:9][CH2:10][CH2:11][CH2:12][CH2:13][C:14]#[CH:15].C1(C)C=CC(S(O)(=O)=O)=CC=1. Product: [CH2:1]([OH:16])[CH2:2][CH2:3][CH2:4][C:5]#[C:6][CH2:7][CH2:8][CH2:9][CH2:10][CH2:11][CH2:12][CH2:13][C:14]#[CH:15]. The catalyst class is: 5. (6) The catalyst class is: 1. Product: [CH:1]1([O:6][C:7]2[CH:8]=[C:9]([CH:15]([N:20]3[C:28](=[O:29])[C:27]4=[C:26]([CH3:30])[CH:25]=[CH:24][CH:23]=[C:22]4[C:21]3=[O:31])[CH2:16][C:17]([NH:45][OH:46])=[O:18])[CH:10]=[CH:11][C:12]=2[O:13][CH3:14])[CH2:5][CH2:4][CH2:3][CH2:2]1. Reactant: [CH:1]1([O:6][C:7]2[CH:8]=[C:9]([CH:15]([N:20]3[C:28](=[O:29])[C:27]4[C:22](=[CH:23][CH:24]=[CH:25][C:26]=4[CH3:30])[C:21]3=[O:31])[CH2:16][C:17](O)=[O:18])[CH:10]=[CH:11][C:12]=2[O:13][CH3:14])[CH2:5][CH2:4][CH2:3][CH2:2]1.C(N1C=CN=C1)(N1C=CN=C1)=O.Cl.[NH2:45][OH:46]. (7) Product: [CH3:83][O:84][C:43](=[O:79])/[CH:48]=[CH:47]/[C:31]1[CH:32]=[CH:33][C:28]([C:3]([CH2:1][CH3:2])([C:6]2[CH:11]=[CH:10][C:9]([C:12]#[C:13][C:14]([O:23][CH2:24][O:25][CH3:26])([C:15]([F:18])([F:16])[F:17])[C:19]([F:20])([F:21])[F:22])=[C:8]([CH3:27])[CH:7]=2)[CH2:4][CH3:5])=[CH:29][C:30]=1[CH3:42]. The catalyst class is: 318. Reactant: [CH2:1]([C:3]([C:28]1[CH:33]=[CH:32][C:31](OS(C(F)(F)F)(=O)=O)=[C:30]([CH3:42])[CH:29]=1)([C:6]1[CH:11]=[CH:10][C:9]([C:12]#[C:13][C:14]([O:23][CH2:24][O:25][CH3:26])([C:19]([F:22])([F:21])[F:20])[C:15]([F:18])([F:17])[F:16])=[C:8]([CH3:27])[CH:7]=1)[CH2:4][CH3:5])[CH3:2].[CH:43]1C=CC(P(C2C=CC=CC=2)CCCP(C2C=CC=CC=2)C2C=CC=CC=2)=[CH:47][CH:48]=1.CCN(CC)CC.[OH2:79].CN([CH:83]=[O:84])C. (8) Reactant: [CH3:1][S:2][C:3]1[CH:8]=[CH:7][C:6]([C:9]2[O:13][N:12]=[CH:11][C:10]=2[CH2:14][CH2:15][C:16](OC)=[O:17])=[CH:5][CH:4]=1.[H-].C([Al+]CC(C)C)C(C)C.Cl. Product: [CH3:1][S:2][C:3]1[CH:4]=[CH:5][C:6]([C:9]2[O:13][N:12]=[CH:11][C:10]=2[CH2:14][CH2:15][CH2:16][OH:17])=[CH:7][CH:8]=1. The catalyst class is: 7. (9) Reactant: [CH3:1][O:2][C:3]1[CH:12]=[CH:11][C:10]2[NH:9][C:8](=[O:13])[C:7]3[S:14][CH:15]=[CH:16][C:6]=3[C:5]=2[C:4]=1[C:17]1[CH:33]=[CH:32][C:20]([CH2:21][CH2:22][N:23]([CH3:31])[C:24](=[O:30])[O:25][C:26]([CH3:29])([CH3:28])[CH3:27])=[CH:19][CH:18]=1.C1C(=O)N([Cl:41])C(=O)C1. Product: [Cl:41][C:11]1[C:10]2[NH:9][C:8](=[O:13])[C:7]3[S:14][CH:15]=[CH:16][C:6]=3[C:5]=2[C:4]([C:17]2[CH:33]=[CH:32][C:20]([CH2:21][CH2:22][N:23]([CH3:31])[C:24](=[O:30])[O:25][C:26]([CH3:29])([CH3:28])[CH3:27])=[CH:19][CH:18]=2)=[C:3]([O:2][CH3:1])[CH:12]=1. The catalyst class is: 3. (10) Reactant: Cl.Cl.[C:3]([C:7]1[CH:12]=[CH:11][CH:10]=[CH:9][C:8]=1[N:13]1[CH2:18][CH2:17][NH:16][CH2:15][CH2:14]1)([CH3:6])([CH3:5])[CH3:4].[C:19]1([N:25]2[CH2:32][CH2:31][CH2:30][C@H:26]2[C:27](O)=[O:28])[CH:24]=[CH:23][CH:22]=[CH:21][CH:20]=1.C(N(CC)CC)C.CCN=C=NCCCN(C)C.C1C=CC2N(O)N=NC=2C=1. Product: [C:3]([C:7]1[CH:12]=[CH:11][CH:10]=[CH:9][C:8]=1[N:13]1[CH2:18][CH2:17][N:16]([C:27]([C:26]2[N:25]([C:19]3[CH:24]=[CH:23][CH:22]=[CH:21][CH:20]=3)[CH:32]=[CH:31][CH:30]=2)=[O:28])[CH2:15][CH2:14]1)([CH3:6])([CH3:4])[CH3:5]. The catalyst class is: 10.